From a dataset of Forward reaction prediction with 1.9M reactions from USPTO patents (1976-2016). Predict the product of the given reaction. (1) The product is: [F:19][C:2]([F:18])([F:1])[C@@H:3]([O:17][C:28](=[O:29])[NH:27][C:24]1[CH:25]=[CH:26][C:21]([Cl:20])=[CH:22][CH:23]=1)[CH2:4][N:5]1[CH2:10][CH2:9][CH2:8][CH:7]([C:11]2[O:15][N:14]=[C:13]([CH3:16])[N:12]=2)[CH2:6]1. Given the reactants [F:1][C:2]([F:19])([F:18])[C@@H:3]([OH:17])[CH2:4][N:5]1[CH2:10][CH2:9][CH2:8][CH:7]([C:11]2[O:15][N:14]=[C:13]([CH3:16])[N:12]=2)[CH2:6]1.[Cl:20][C:21]1[CH:26]=[CH:25][C:24]([N:27]=[C:28]=[O:29])=[CH:23][CH:22]=1, predict the reaction product. (2) Given the reactants [Si:1]([O:18][CH:19]1[CH2:28][CH2:27][NH:26][C:25]2[N:24]=[C:23]([CH:29]=[O:30])[CH:22]=[CH:21][C:20]1=2)([C:14]([CH3:17])([CH3:16])[CH3:15])([C:8]1[CH:13]=[CH:12][CH:11]=[CH:10][CH:9]=1)[C:2]1[CH:7]=[CH:6][CH:5]=[CH:4][CH:3]=1.C1(C)C=CC(S([O-])(=O)=O)=CC=1.[NH+]1C=CC=C[CH:43]=1.[C:48]([O-:51])(O)=O.[Na+], predict the reaction product. The product is: [Si:1]([O:18][CH:19]1[C:20]2[C:25](=[N:24][C:23]([CH:29]([O:51][CH3:48])[O:30][CH3:43])=[CH:22][CH:21]=2)[NH:26][CH2:27][CH2:28]1)([C:14]([CH3:17])([CH3:15])[CH3:16])([C:2]1[CH:7]=[CH:6][CH:5]=[CH:4][CH:3]=1)[C:8]1[CH:9]=[CH:10][CH:11]=[CH:12][CH:13]=1. (3) Given the reactants Cl[C:2]1[CH:10]=[CH:9][C:8]([B:11]2[O:15][C:14]([CH3:17])([CH3:16])[C:13]([CH3:19])([CH3:18])[O:12]2)=[C:7]2[C:3]=1[C:4]([NH2:21])=[N:5][N:6]2[CH3:20].BrC1C=C[C:26]([O:34]C)=C2C=1N(C)N=C2N.NC1C2C(=C(C3C([C@@H](NC(=O)OC(C)(C)C)CC4C=C(F)C=C(F)C=4)=NC(C#CC(O)(C)C)=CC=3)C=CC=2OC)N(C)N=1, predict the reaction product. The product is: [CH3:26][O:34][C:2]1[CH:10]=[CH:9][C:8]([B:11]2[O:15][C:14]([CH3:17])([CH3:16])[C:13]([CH3:19])([CH3:18])[O:12]2)=[C:7]2[C:3]=1[C:4]([NH2:21])=[N:5][N:6]2[CH3:20]. (4) Given the reactants C([O:3][C:4](=[O:30])[C:5]1[CH:10]=[CH:9][C:8]([N:11]2[CH:15]=[C:14]([C:16]3[CH:21]=[CH:20][CH:19]=[CH:18][C:17]=3[O:22][CH2:23][CH2:24][O:25][CH3:26])[C:13]([C:27]#[N:28])=[CH:12]2)=[CH:7][C:6]=1[OH:29])C.C(O)C.[OH-].[Li+].Cl, predict the reaction product. The product is: [C:27]([C:13]1[C:14]([C:16]2[CH:21]=[CH:20][CH:19]=[CH:18][C:17]=2[O:22][CH2:23][CH2:24][O:25][CH3:26])=[CH:15][N:11]([C:8]2[CH:9]=[CH:10][C:5]([C:4]([OH:30])=[O:3])=[C:6]([OH:29])[CH:7]=2)[CH:12]=1)#[N:28]. (5) Given the reactants [Cl:1][C:2]1[CH:7]=[CH:6][C:5]([C:8]2([C:14]3[CH:19]=[CH:18][C:17]([C:20]4[C:21]([CH3:44])=[N:22][N:23](C(C5C=CC=CC=5)(C5C=CC=CC=5)C5C=CC=CC=5)[CH:24]=4)=[CH:16][CH:15]=3)[CH2:13][CH2:12][NH:11][CH2:10][CH2:9]2)=[CH:4][CH:3]=1, predict the reaction product. The product is: [Cl:1][C:2]1[CH:7]=[CH:6][C:5]([C:8]2([C:14]3[CH:19]=[CH:18][C:17]([C:20]4[C:21]([CH3:44])=[N:22][NH:23][CH:24]=4)=[CH:16][CH:15]=3)[CH2:13][CH2:12][NH:11][CH2:10][CH2:9]2)=[CH:4][CH:3]=1. (6) Given the reactants I[C:2]1[N:6]([C:7]2[CH:12]=[CH:11][CH:10]=[CH:9][CH:8]=2)[N:5]=[CH:4][CH:3]=1.[C:13]([Si:15]([CH3:18])([CH3:17])[CH3:16])#[CH:14], predict the reaction product. The product is: [C:7]1([N:6]2[C:2]([C:14]#[C:13][Si:15]([CH3:18])([CH3:17])[CH3:16])=[CH:3][CH:4]=[N:5]2)[CH:12]=[CH:11][CH:10]=[CH:9][CH:8]=1.